This data is from Catalyst prediction with 721,799 reactions and 888 catalyst types from USPTO. The task is: Predict which catalyst facilitates the given reaction. (1) Reactant: N(C(OCC)=O)=NC(OCC)=O.[OH:13][C:14]1[CH:23]=[C:22]2[C:17]([C:18](=[O:32])[N:19]([CH2:24][O:25][C:26](=[O:31])[C:27]([CH3:30])([CH3:29])[CH3:28])[CH:20]=[N:21]2)=[CH:16][C:15]=1[O:33][CH3:34].C1(P(C2C=CC=CC=2)C2C=CC=CC=2)C=CC=CC=1.[CH3:54][O:55][CH2:56][CH2:57][O:58][CH2:59][CH2:60]O. Product: [CH3:34][O:33][C:15]1[CH:16]=[C:17]2[C:22](=[CH:23][C:14]=1[O:13][CH2:60][CH2:59][O:58][CH2:57][CH2:56][O:55][CH3:54])[N:21]=[CH:20][N:19]([CH2:24][O:25][C:26](=[O:31])[C:27]([CH3:28])([CH3:29])[CH3:30])[C:18]2=[O:32]. The catalyst class is: 2. (2) Reactant: [NH2:1][CH2:2][C:3]1[CH:8]=[CH:7][C:6]([CH:9]2[N:12]([C:13]3[CH:18]=[CH:17][C:16]([F:19])=[CH:15][CH:14]=3)[C:11](=[O:20])[CH:10]2[CH2:21][CH2:22][CH:23]([C:25]2[CH:30]=[CH:29][C:28]([F:31])=[CH:27][CH:26]=2)[OH:24])=[CH:5][CH:4]=1.C(N(C(C)C)CC)(C)C.[S:41]([CH2:45][C:46](O)=[O:47])([OH:44])(=[O:43])=[O:42].C(N=C=NC(C)C)(C)C.OC1C2N=NNC=2C=CC=1. Product: [F:19][C:16]1[CH:15]=[CH:14][C:13]([N:12]2[C:11](=[O:20])[CH:10]([CH2:21][CH2:22][CH:23]([C:25]3[CH:26]=[CH:27][C:28]([F:31])=[CH:29][CH:30]=3)[OH:24])[CH:9]2[C:6]2[CH:7]=[CH:8][C:3]([CH2:2][NH:1][C:46]([CH2:45][S:41]([OH:44])(=[O:43])=[O:42])=[O:47])=[CH:4][CH:5]=2)=[CH:18][CH:17]=1. The catalyst class is: 9. (3) Reactant: [O:1]=[C:2]1[NH:6][C:5](=[O:7])[C:4](=[CH:8][C:9]2[C:18]3[C:13](=[CH:14][CH:15]=[CH:16][CH:17]=3)[C:12]([O:19][CH2:20][CH2:21][CH2:22][C:23](O)=[O:24])=[CH:11][CH:10]=2)[S:3]1.ON1C2C=CC=CC=2N=N1.Cl.C(N=C=NCCCN(C)C)C.[C:48]([O:52][C:53](=[O:59])[NH:54][CH2:55][CH2:56][CH2:57][NH2:58])([CH3:51])([CH3:50])[CH3:49]. Product: [C:48]([O:52][C:53](=[O:59])[NH:54][CH2:55][CH2:56][CH2:57][NH:58][C:23](=[O:24])[CH2:22][CH2:21][CH2:20][O:19][C:12]1[C:13]2[C:18](=[CH:17][CH:16]=[CH:15][CH:14]=2)[C:9]([CH:8]=[C:4]2[S:3][C:2](=[O:1])[NH:6][C:5]2=[O:7])=[CH:10][CH:11]=1)([CH3:51])([CH3:49])[CH3:50]. The catalyst class is: 3.